Predict the product of the given reaction. From a dataset of Forward reaction prediction with 1.9M reactions from USPTO patents (1976-2016). Given the reactants [CH2:1]([Li])[CH2:2][CH2:3][CH3:4].[C:6]12(C(=O)C3C[CH:11]1[CH2:12][CH2:13]3)[CH2:10][CH2:9][CH2:8][CH2:7]2, predict the reaction product. The product is: [CH2:4]=[C:3]1[C:6]2([CH2:10][CH2:9][CH2:8][CH2:7]2)[CH:11]2[CH2:1][CH:2]1[CH2:13][CH2:12]2.